This data is from NCI-60 drug combinations with 297,098 pairs across 59 cell lines. The task is: Regression. Given two drug SMILES strings and cell line genomic features, predict the synergy score measuring deviation from expected non-interaction effect. (1) Drug 1: C1CN1P(=S)(N2CC2)N3CC3. Drug 2: C1=NC2=C(N1)C(=S)N=CN2. Cell line: A498. Synergy scores: CSS=6.26, Synergy_ZIP=-1.27, Synergy_Bliss=1.90, Synergy_Loewe=-2.56, Synergy_HSA=0.175. (2) Drug 1: CC1OCC2C(O1)C(C(C(O2)OC3C4COC(=O)C4C(C5=CC6=C(C=C35)OCO6)C7=CC(=C(C(=C7)OC)O)OC)O)O. Drug 2: C1=NC2=C(N1)C(=S)N=CN2. Cell line: HS 578T. Synergy scores: CSS=24.0, Synergy_ZIP=-7.52, Synergy_Bliss=-11.1, Synergy_Loewe=-7.58, Synergy_HSA=-5.76. (3) Drug 1: C1CC(=O)NC(=O)C1N2CC3=C(C2=O)C=CC=C3N. Drug 2: CC12CCC3C(C1CCC2=O)CC(=C)C4=CC(=O)C=CC34C. Cell line: IGROV1. Synergy scores: CSS=42.7, Synergy_ZIP=1.69, Synergy_Bliss=2.42, Synergy_Loewe=2.42, Synergy_HSA=2.52. (4) Drug 1: C1=CN(C(=O)N=C1N)C2C(C(C(O2)CO)O)O.Cl. Drug 2: CCC(=C(C1=CC=CC=C1)C2=CC=C(C=C2)OCCN(C)C)C3=CC=CC=C3.C(C(=O)O)C(CC(=O)O)(C(=O)O)O. Cell line: UO-31. Synergy scores: CSS=22.4, Synergy_ZIP=-4.50, Synergy_Bliss=-1.47, Synergy_Loewe=-17.6, Synergy_HSA=0.144. (5) Drug 1: C(CCl)NC(=O)N(CCCl)N=O. Drug 2: CC1CCCC2(C(O2)CC(NC(=O)CC(C(C(=O)C(C1O)C)(C)C)O)C(=CC3=CSC(=N3)C)C)C. Cell line: SF-295. Synergy scores: CSS=54.6, Synergy_ZIP=1.24, Synergy_Bliss=1.40, Synergy_Loewe=-15.3, Synergy_HSA=1.09.